Dataset: Full USPTO retrosynthesis dataset with 1.9M reactions from patents (1976-2016). Task: Predict the reactants needed to synthesize the given product. (1) Given the product [CH2:15]([N:14]1[C:13]2[C:17]([C:22]3[CH:27]=[CH:26][CH:25]=[CH:24][N:23]=3)=[C:18]([F:21])[CH:19]=[CH:20][C:12]=2[N:11]=[C:10]1[C@@H:8]([NH2:7])[CH3:9])[CH3:16], predict the reactants needed to synthesize it. The reactants are: C(OC(=O)[NH:7][C@H:8]([C:10]1[N:14]([CH2:15][CH3:16])[C:13]2[C:17]([C:22]3[CH:27]=[CH:26][CH:25]=[CH:24][N:23]=3)=[C:18]([F:21])[CH:19]=[CH:20][C:12]=2[N:11]=1)[CH3:9])(C)(C)C.C(O)(C(F)(F)F)=O. (2) The reactants are: [F:1][C:2]1[CH:21]=[CH:20][C:5]([O:6][C:7]2[CH:8]=[C:9]([CH:13]=[C:14]([C:16]([O:18][CH3:19])=[O:17])[CH:15]=2)[C:10]([OH:12])=O)=[CH:4][CH:3]=1.CCN=C=NCCCN(C)C.Cl.C1C=CC2N(O)N=NC=2C=1.O.[F:45][C:46]1[CH:51]=[CH:50][C:49]([CH2:52][NH2:53])=[CH:48][CH:47]=1.C([O-])(O)=O.[Na+]. Given the product [F:45][C:46]1[CH:51]=[CH:50][C:49]([CH2:52][NH:53][C:10]([C:9]2[CH:13]=[C:14]([CH:15]=[C:7]([O:6][C:5]3[CH:4]=[CH:3][C:2]([F:1])=[CH:21][CH:20]=3)[CH:8]=2)[C:16]([O:18][CH3:19])=[O:17])=[O:12])=[CH:48][CH:47]=1, predict the reactants needed to synthesize it. (3) Given the product [C:1]1([C:7]2[CH:11]=[C:10]([C:12]([N:30]=[N+:31]=[N-:23])=[O:14])[O:9][N:8]=2)[CH:6]=[CH:5][CH:4]=[CH:3][CH:2]=1, predict the reactants needed to synthesize it. The reactants are: [C:1]1([C:7]2[CH:11]=[C:10]([C:12]([OH:14])=O)[O:9][N:8]=2)[CH:6]=[CH:5][CH:4]=[CH:3][CH:2]=1.CN(C(O[N:23]1[N:31]=[N:30]C2C=CC=CC1=2)=[N+](C)C)C.F[P-](F)(F)(F)(F)F.[N-]=[N+]=[N-].[Na+].CCN(C(C)C)C(C)C. (4) The reactants are: [S:1]=[C:2]1[NH:7][C:6]2[NH:8][C:9](=[O:11])[CH2:10][C:5]=2[C:4](=[O:12])[N:3]1[C:13]1[CH:18]=[CH:17][C:16]([O:19][CH2:20][C:21]([F:24])([F:23])[F:22])=[CH:15][CH:14]=1.C(=O)([O-])O.[Na+].Br[CH2:31][CH:32]1[CH2:34][CH2:33]1.C(#N)C. Given the product [CH:32]1([CH2:31][S:1][C:2]2[N:3]([C:13]3[CH:14]=[CH:15][C:16]([O:19][CH2:20][C:21]([F:24])([F:23])[F:22])=[CH:17][CH:18]=3)[C:4](=[O:12])[C:5]3[CH2:10][C:9](=[O:11])[NH:8][C:6]=3[N:7]=2)[CH2:34][CH2:33]1, predict the reactants needed to synthesize it. (5) The reactants are: [CH3:1][N:2]1[C:6]([CH2:7]O)=[CH:5][N:4]=[C:3]1[C:9]1[CH:14]=[CH:13][CH:12]=[CH:11][CH:10]=1.O=S(Cl)[Cl:17]. Given the product [ClH:17].[Cl:17][CH2:7][C:6]1[N:2]([CH3:1])[C:3]([C:9]2[CH:14]=[CH:13][CH:12]=[CH:11][CH:10]=2)=[N:4][CH:5]=1, predict the reactants needed to synthesize it. (6) The reactants are: [C:1]1([C:7]2[N:16]=[C:10]3[CH:11]=[C:12]([NH2:15])[CH:13]=[CH:14][N:9]3[N:8]=2)[CH:6]=[CH:5][CH:4]=[CH:3][CH:2]=1.[CH3:17][O:18][C:19]([C:21]1[CH:22]=[N:23][N:24]([CH3:29])[C:25]=1[C:26](O)=[O:27])=[O:20].CCCP(=O)=O.C(N(C(C)C)CC)(C)C. Given the product [CH3:29][N:24]1[C:25]([C:26](=[O:27])[NH:15][C:12]2[CH:13]=[CH:14][N:9]3[N:8]=[C:7]([C:1]4[CH:2]=[CH:3][CH:4]=[CH:5][CH:6]=4)[N:16]=[C:10]3[CH:11]=2)=[C:21]([C:19]([O:18][CH3:17])=[O:20])[CH:22]=[N:23]1, predict the reactants needed to synthesize it. (7) Given the product [CH2:1]([C@H:8]1[NH:19][C:18](=[O:20])[CH2:17][CH2:16][CH:15]=[CH:14][CH2:13][C@@H:12]([CH2:21][C:22]([NH:70][CH2:69][C:66]2[CH:67]=[CH:68][C:63]([Cl:62])=[CH:64][CH:65]=2)=[O:24])[C:11](=[O:29])[O:10][CH2:9]1)[C:2]1[CH:3]=[CH:4][CH:5]=[CH:6][CH:7]=1, predict the reactants needed to synthesize it. The reactants are: [CH2:1]([C@H:8]1[NH:19][C:18](=[O:20])[CH2:17][CH2:16][CH:15]=[CH:14][CH2:13][C@@H:12]([CH2:21][C:22]([O:24]C(C)(C)C)=O)[C:11](=[O:29])[O:10][CH2:9]1)[C:2]1[CH:7]=[CH:6][CH:5]=[CH:4][CH:3]=1.FC(F)(F)C(O)=O.C([C@H]1NC(=O)CCC=CC[C@@H](CC(O)=O)C(=O)OC1)C1C=CC=CC=1.[Cl:62][C:63]1[CH:68]=[CH:67][C:66]([CH2:69][NH2:70])=[CH:65][CH:64]=1. (8) Given the product [Br:1][C:2]1[C:7]([CH3:8])=[CH:6][C:5]([C:19]2[CH:21]=[CH:22][O:17][CH:18]=2)=[CH:4][C:3]=1[CH3:10], predict the reactants needed to synthesize it. The reactants are: [Br:1][C:2]1[C:7]([CH3:8])=[CH:6][C:5](Br)=[CH:4][C:3]=1[CH3:10].C([O-])([O-])=O.[Na+].[Na+].[O:17]1[CH2:22][CH2:21]O[CH2:19][CH2:18]1.